Dataset: Full USPTO retrosynthesis dataset with 1.9M reactions from patents (1976-2016). Task: Predict the reactants needed to synthesize the given product. Given the product [CH2:1]([O:2][P:3]([CH2:6][C:7]1[CH:16]=[CH:15][C:14]2[C:9](=[CH:10][CH:11]=[C:12]([CH3:17])[CH:13]=2)[CH:8]=1)(=[O:4])[OH:5])[CH3:20], predict the reactants needed to synthesize it. The reactants are: [CH3:1][O:2][P:3]([CH2:6][C:7]1[CH:16]=[CH:15][C:14]2[C:9](=[CH:10][CH:11]=[C:12]([CH3:17])[CH:13]=2)[CH:8]=1)(=[O:5])[OH:4].P(=O)(OCC)O[CH2:20]C.[OH-].[K+].Cl.[Cl-].[K+].